This data is from Catalyst prediction with 721,799 reactions and 888 catalyst types from USPTO. The task is: Predict which catalyst facilitates the given reaction. (1) Reactant: [Cl:1][C:2]1[CH:43]=[C:42]([Cl:44])[CH:41]=[CH:40][C:3]=1[CH2:4][O:5][C@H:6]1[C@H:18]([O:19][CH2:20][C:21]2[CH:26]=[CH:25][C:24]([Cl:27])=[CH:23][C:22]=2[Cl:28])[C@@H:17]([CH2:29][O:30][CH2:31][C:32]2[CH:37]=[CH:36][C:35]([Cl:38])=[CH:34][C:33]=2[Cl:39])[S:16][CH:7]1SCC1C=CC=CC=1.[C:45]([OH:48])(=[O:47])[CH3:46]. Product: [Cl:1][C:2]1[CH:43]=[C:42]([Cl:44])[CH:41]=[CH:40][C:3]=1[CH2:4][O:5][C@H:6]1[C@H:18]([O:19][CH2:20][C:21]2[CH:26]=[CH:25][C:24]([Cl:27])=[CH:23][C:22]=2[Cl:28])[C@@H:17]([CH2:29][O:30][CH2:31][C:32]2[CH:37]=[CH:36][C:35]([Cl:38])=[CH:34][C:33]=2[Cl:39])[S:16][CH:7]1[O:47][C:45](=[O:48])[CH3:46]. The catalyst class is: 2. (2) Reactant: [NH2:1][C@@H:2]([C:8]1([OH:11])[CH2:10][CH2:9]1)[C:3]([N:5]([CH3:7])[CH3:6])=[O:4].S=[C:13]1[CH2:17][S:16][C:15](=[O:18])[NH:14]1. Product: [OH:11][C:8]1([C@H:2]([NH:1][C:13]2[CH2:17][S:16][C:15](=[O:18])[N:14]=2)[C:3]([N:5]([CH3:7])[CH3:6])=[O:4])[CH2:10][CH2:9]1. The catalyst class is: 8. (3) Reactant: [CH3:1][C:2]1([N:14]2[CH2:19][CH2:18][C:17](=O)[CH2:16][CH2:15]2)[CH2:6][CH2:5][N:4]([C:7]([O:9][C:10]([CH3:13])([CH3:12])[CH3:11])=[O:8])[CH2:3]1.[NH2:21][OH:22].C([O-])(=O)C.[Na+].C([O-])([O-])=O.[K+].[K+]. Product: [OH:22][N:21]=[C:17]1[CH2:18][CH2:19][N:14]([C:2]2([CH3:1])[CH2:6][CH2:5][N:4]([C:7]([O:9][C:10]([CH3:13])([CH3:12])[CH3:11])=[O:8])[CH2:3]2)[CH2:15][CH2:16]1. The catalyst class is: 229. (4) Reactant: [CH2:1]([C:3]1[S:4][C:5]([C:15]2[CH:20]=[CH:19][N:18]=[C:17]([NH2:21])[CH:16]=2)=[C:6]([C:8]2[CH:13]=[CH:12][CH:11]=[C:10]([CH3:14])[CH:9]=2)[N:7]=1)[CH3:2].[C:22]1([CH2:28][C:29](Cl)=[O:30])[CH:27]=[CH:26][CH:25]=[CH:24][CH:23]=1.C(N(CC)CC)C.C(=O)([O-])O.[Na+]. Product: [CH2:1]([C:3]1[S:4][C:5]([C:15]2[CH:20]=[CH:19][N:18]=[C:17]([NH:21][C:29](=[O:30])[CH2:28][C:22]3[CH:27]=[CH:26][CH:25]=[CH:24][CH:23]=3)[CH:16]=2)=[C:6]([C:8]2[CH:13]=[CH:12][CH:11]=[C:10]([CH3:14])[CH:9]=2)[N:7]=1)[CH3:2]. The catalyst class is: 7.